From a dataset of Merck oncology drug combination screen with 23,052 pairs across 39 cell lines. Regression. Given two drug SMILES strings and cell line genomic features, predict the synergy score measuring deviation from expected non-interaction effect. (1) Drug 1: COc1cccc2c1C(=O)c1c(O)c3c(c(O)c1C2=O)CC(O)(C(=O)CO)CC3OC1CC(N)C(O)C(C)O1. Drug 2: CS(=O)(=O)CCNCc1ccc(-c2ccc3ncnc(Nc4ccc(OCc5cccc(F)c5)c(Cl)c4)c3c2)o1. Cell line: RKO. Synergy scores: synergy=12.9. (2) Drug 1: O=C(O)C1(Cc2cccc(Nc3nccs3)n2)CCC(Oc2cccc(Cl)c2F)CC1. Drug 2: NC(=O)c1cccc2cn(-c3ccc(C4CCCNC4)cc3)nc12. Cell line: UWB1289. Synergy scores: synergy=16.2. (3) Drug 1: CC1(c2nc3c(C(N)=O)cccc3[nH]2)CCCN1. Drug 2: COC1CC2CCC(C)C(O)(O2)C(=O)C(=O)N2CCCCC2C(=O)OC(C(C)CC2CCC(OP(C)(C)=O)C(OC)C2)CC(=O)C(C)C=C(C)C(O)C(OC)C(=O)C(C)CC(C)C=CC=CC=C1C. Cell line: RKO. Synergy scores: synergy=3.35. (4) Drug 1: COC1=C2CC(C)CC(OC)C(O)C(C)C=C(C)C(OC(N)=O)C(OC)C=CC=C(C)C(=O)NC(=CC1=O)C2=O. Drug 2: CCc1cnn2c(NCc3ccc[n+]([O-])c3)cc(N3CCCCC3CCO)nc12. Cell line: SKOV3. Synergy scores: synergy=-22.8. (5) Drug 1: CCN(CC)CCNC(=O)c1c(C)[nH]c(C=C2C(=O)Nc3ccc(F)cc32)c1C. Drug 2: CCc1c2c(nc3ccc(O)cc13)-c1cc3c(c(=O)n1C2)COC(=O)C3(O)CC. Cell line: PA1. Synergy scores: synergy=-3.04. (6) Drug 1: CN1C(=O)C=CC2(C)C3CCC4(C)C(NC(=O)OCC(F)(F)F)CCC4C3CCC12. Drug 2: CCN(CC)CCNC(=O)c1c(C)[nH]c(C=C2C(=O)Nc3ccc(F)cc32)c1C. Cell line: COLO320DM. Synergy scores: synergy=12.9.